This data is from Full USPTO retrosynthesis dataset with 1.9M reactions from patents (1976-2016). The task is: Predict the reactants needed to synthesize the given product. (1) Given the product [NH:8]1[C:9]2[C:5](=[CH:4][C:3]([C:1](=[S:12])[NH2:2])=[CH:11][CH:10]=2)[CH:6]=[CH:7]1, predict the reactants needed to synthesize it. The reactants are: [C:1]([C:3]1[CH:4]=[C:5]2[C:9](=[CH:10][CH:11]=1)[NH:8][CH:7]=[CH:6]2)#[N:2].[SH2:12]. (2) The reactants are: [NH2:1][C:2]1[CH:6]=[C:5]([Br:7])[S:4][C:3]=1[C:8]([OH:10])=O.[Cl-].[NH4+].C([N:15](CC)CC)C.ON1C2C=CC=CC=2N=N1.Cl.C(N=C=NCCCN(C)C)C.C(=O)([O-])O.[Na+]. Given the product [NH2:1][C:2]1[CH:6]=[C:5]([Br:7])[S:4][C:3]=1[C:8]([NH2:15])=[O:10], predict the reactants needed to synthesize it.